From a dataset of Forward reaction prediction with 1.9M reactions from USPTO patents (1976-2016). Predict the product of the given reaction. (1) Given the reactants [CH2:1]([O:8][C:9]1[CH:16]=[CH:15][C:12]([CH:13]=[O:14])=[C:11]([N:17]([CH2:20][CH:21]([OH:23])[CH3:22])C=O)[CH:10]=1)[C:2]1[CH:7]=[CH:6][CH:5]=[CH:4][CH:3]=1.[OH-].[Na+], predict the reaction product. The product is: [CH2:1]([O:8][C:9]1[CH:16]=[CH:15][C:12]([CH:13]=[O:14])=[C:11]([NH:17][CH2:20][CH:21]([OH:23])[CH3:22])[CH:10]=1)[C:2]1[CH:7]=[CH:6][CH:5]=[CH:4][CH:3]=1. (2) Given the reactants [Cl:1][C:2](Cl)(Cl)[C:3]1[CH:8]=[CH:7][C:6]([S:9]([F:14])([F:13])([F:12])([F:11])[F:10])=[CH:5][CH:4]=1.[OH2:17].Cl, predict the reaction product. The product is: [F:10][S:9]([F:14])([F:13])([F:12])([F:11])[C:6]1[CH:7]=[CH:8][C:3]([C:2]([Cl:1])=[O:17])=[CH:4][CH:5]=1. (3) Given the reactants [CH2:1]([O:3][C:4](C1C=CC(B(O)O)=CC=1)=[O:5])C.NC1CC(C(N(CCC)CCC)=O)=CC2C=CC(Br)=CC=2N=1.COC(C1C=CC(B(O)O)=CC=1)=O.C(=O)([O-])[O-].[K+].[K+].[C:56]([O:60][C:61]([NH:63][C:64]1[CH2:65][C:66]([C:86](=[O:102])[N:87]([CH2:91][CH2:92][CH2:93][O:94][Si:95]([C:98]([CH3:101])([CH3:100])[CH3:99])([CH3:97])[CH3:96])[CH2:88][CH2:89][CH3:90])=[CH:67][C:68]2[CH:74]=[CH:73][C:72]([C:75]3[CH:85]=[CH:84][C:78]([C:79]([O:81][CH2:82][CH3:83])=[O:80])=[CH:77][CH:76]=3)=[CH:71][C:69]=2[N:70]=1)=[O:62])([CH3:59])([CH3:58])[CH3:57], predict the reaction product. The product is: [NH2:63][C:64]1[CH2:65][C:66]([C:86](=[O:102])[N:87]([CH2:91][CH2:92][CH2:93][OH:94])[CH2:88][CH2:89][CH3:90])=[CH:67][C:68]2[CH:74]=[CH:73][C:72]([C:75]3[CH:76]=[CH:77][C:78]([CH2:79][C:4]([O:3][CH3:1])=[O:5])=[CH:84][CH:85]=3)=[CH:71][C:69]=2[N:70]=1.[C:56]([O:60][C:61]([NH:63][C:64]1[CH2:65][C:66]([C:86](=[O:102])[N:87]([CH2:91][CH2:92][CH2:93][O:94][Si:95]([C:98]([CH3:99])([CH3:101])[CH3:100])([CH3:96])[CH3:97])[CH2:88][CH2:89][CH3:90])=[CH:67][C:68]2[CH:74]=[CH:73][C:72]([C:75]3[CH:85]=[CH:84][C:78]([C:79]([O:81][CH2:82][CH3:83])=[O:80])=[CH:77][CH:76]=3)=[CH:71][C:69]=2[N:70]=1)=[O:62])([CH3:57])([CH3:58])[CH3:59]. (4) Given the reactants C([O-])(=O)C.[Na+].[NH2:6][CH:7]1[CH2:12][CH2:11][N:10]([C:13]([O:15][C:16]([CH3:19])([CH3:18])[CH3:17])=[O:14])[CH2:9][CH2:8]1.Br[CH2:21][C:22]([C:24]1[CH:29]=[CH:28][C:27]([CH3:30])=[CH:26][CH:25]=1)=O.[O-:31][C:32]#[N:33].[Na+], predict the reaction product. The product is: [CH3:30][C:27]1[CH:28]=[CH:29][C:24]([C:22]2[NH:33][C:32](=[O:31])[N:6]([CH:7]3[CH2:8][CH2:9][N:10]([C:13]([O:15][C:16]([CH3:19])([CH3:18])[CH3:17])=[O:14])[CH2:11][CH2:12]3)[CH:21]=2)=[CH:25][CH:26]=1. (5) Given the reactants [N+:1]([C:4]1[CH:9]=[C:8]([N+:10]([O-])=O)[CH:7]=[CH:6][C:5]=1[CH2:13][CH2:14][CH2:15][CH2:16][CH2:17][O:18][C:19]1[CH:28]=[C:27]2[C:22]([CH:23]=[CH:24][C:25](=[O:29])[O:26]2)=[CH:21][CH:20]=1)([O-])=O.CCCCCC, predict the reaction product. The product is: [NH2:1][C:4]1[CH:9]=[C:8]([NH2:10])[CH:7]=[CH:6][C:5]=1[CH2:13][CH2:14][CH2:15][CH2:16][CH2:17][O:18][C:19]1[CH:28]=[C:27]2[C:22]([CH:23]=[CH:24][C:25](=[O:29])[O:26]2)=[CH:21][CH:20]=1. (6) The product is: [CH3:20][O:19][C:17]([C@@H:9]1[C@H:10]([C:11]2[CH:16]=[CH:15][CH:14]=[CH:13][CH:12]=2)[C@H:8]1[C:5]1[CH:6]=[CH:7][C:2]([N:26]2[CH:30]=[CH:29][CH:28]=[N:27]2)=[CH:3][CH:4]=1)=[O:18]. Given the reactants Br[C:2]1[CH:7]=[CH:6][C:5]([C@@H:8]2[C@@H:10]([C:11]3[CH:16]=[CH:15][CH:14]=[CH:13][CH:12]=3)[C@H:9]2[C:17]([O:19][CH3:20])=[O:18])=[CH:4][CH:3]=1.C([O-])(=O)C.[K+].[NH:26]1[CH:30]=[CH:29][CH:28]=[N:27]1, predict the reaction product. (7) The product is: [Cl:1][C:2]1[CH:3]=[C:4]([CH2:19][OH:20])[CH:5]=[C:6]([Cl:18])[C:7]=1[C:8]1[S:9][C:10]2[C:11]([NH:21][C:22]3[CH:27]=[C:26]([CH3:28])[N:25]=[CH:24][N:23]=3)=[N:12][CH:13]=[CH:14][C:15]=2[N:16]=1. Given the reactants [Cl:1][C:2]1[CH:3]=[C:4]([CH2:19][OH:20])[CH:5]=[C:6]([Cl:18])[C:7]=1[C:8]1[S:9][C:10]2[C:11](Cl)=[N:12][CH:13]=[CH:14][C:15]=2[N:16]=1.[NH2:21][C:22]1[CH:27]=[C:26]([CH3:28])[N:25]=[CH:24][N:23]=1.C(=O)([O-])[O-].[Cs+].[Cs+].CC1(C)C2C(=C(P(C3C=CC=CC=3)C3C=CC=CC=3)C=CC=2)OC2C(P(C3C=CC=CC=3)C3C=CC=CC=3)=CC=CC1=2, predict the reaction product. (8) Given the reactants [CH3:1][C:2]([OH:7])([CH3:6])[CH2:3][CH2:4][OH:5].CO[CH2:10][C:11]1(COC)[CH:16]=[CH:15][C:14]([O:17][CH3:18])=[CH:13][CH2:12]1.O.C1(C)C=CC(S(O)(=O)=O)=CC=1.C(=O)([O-])O.[Na+], predict the reaction product. The product is: [CH3:18][O:17][C:14]1[CH:15]=[CH:16][C:11]([CH:10]2[O:7][C:2]([CH3:6])([CH3:1])[CH2:3][CH2:4][O:5]2)=[CH:12][CH:13]=1.